Dataset: NCI-60 drug combinations with 297,098 pairs across 59 cell lines. Task: Regression. Given two drug SMILES strings and cell line genomic features, predict the synergy score measuring deviation from expected non-interaction effect. (1) Drug 1: CS(=O)(=O)C1=CC(=C(C=C1)C(=O)NC2=CC(=C(C=C2)Cl)C3=CC=CC=N3)Cl. Drug 2: COCCOC1=C(C=C2C(=C1)C(=NC=N2)NC3=CC=CC(=C3)C#C)OCCOC.Cl. Cell line: SF-539. Synergy scores: CSS=4.39, Synergy_ZIP=-1.91, Synergy_Bliss=-1.82, Synergy_Loewe=-1.91, Synergy_HSA=-1.75. (2) Drug 1: CN1CCC(CC1)COC2=C(C=C3C(=C2)N=CN=C3NC4=C(C=C(C=C4)Br)F)OC. Drug 2: CC1CCC2CC(C(=CC=CC=CC(CC(C(=O)C(C(C(=CC(C(=O)CC(OC(=O)C3CCCCN3C(=O)C(=O)C1(O2)O)C(C)CC4CCC(C(C4)OC)O)C)C)O)OC)C)C)C)OC. Cell line: SK-OV-3. Synergy scores: CSS=44.8, Synergy_ZIP=5.10, Synergy_Bliss=5.25, Synergy_Loewe=6.21, Synergy_HSA=11.8.